This data is from Full USPTO retrosynthesis dataset with 1.9M reactions from patents (1976-2016). The task is: Predict the reactants needed to synthesize the given product. Given the product [CH3:1][N:2]([CH2:3][CH:4]([CH2:10][CH2:11][CH3:12])[CH2:5][CH2:6][CH2:7][CH2:8][CH3:9])[CH:13]=[O:14], predict the reactants needed to synthesize it. The reactants are: [CH3:1][NH:2][CH2:3][CH:4]([CH2:10][CH2:11][CH3:12])[CH2:5][CH2:6][CH2:7][CH2:8][CH3:9].[CH:13](O)=[O:14].